Dataset: NCI-60 drug combinations with 297,098 pairs across 59 cell lines. Task: Regression. Given two drug SMILES strings and cell line genomic features, predict the synergy score measuring deviation from expected non-interaction effect. Drug 1: CN(CCCl)CCCl.Cl. Drug 2: C1CN(CCN1C(=O)CCBr)C(=O)CCBr. Cell line: MALME-3M. Synergy scores: CSS=10.5, Synergy_ZIP=-5.40, Synergy_Bliss=-0.628, Synergy_Loewe=-0.988, Synergy_HSA=0.358.